This data is from NCI-60 drug combinations with 297,098 pairs across 59 cell lines. The task is: Regression. Given two drug SMILES strings and cell line genomic features, predict the synergy score measuring deviation from expected non-interaction effect. (1) Drug 1: CNC(=O)C1=NC=CC(=C1)OC2=CC=C(C=C2)NC(=O)NC3=CC(=C(C=C3)Cl)C(F)(F)F. Drug 2: CC1CCCC2(C(O2)CC(NC(=O)CC(C(C(=O)C(C1O)C)(C)C)O)C(=CC3=CSC(=N3)C)C)C. Cell line: OVCAR3. Synergy scores: CSS=49.1, Synergy_ZIP=3.48, Synergy_Bliss=0.199, Synergy_Loewe=-29.5, Synergy_HSA=-1.22. (2) Cell line: RXF 393. Synergy scores: CSS=21.8, Synergy_ZIP=-2.85, Synergy_Bliss=4.88, Synergy_Loewe=6.64, Synergy_HSA=6.80. Drug 2: CCCCC(=O)OCC(=O)C1(CC(C2=C(C1)C(=C3C(=C2O)C(=O)C4=C(C3=O)C=CC=C4OC)O)OC5CC(C(C(O5)C)O)NC(=O)C(F)(F)F)O. Drug 1: CC12CCC(CC1=CCC3C2CCC4(C3CC=C4C5=CN=CC=C5)C)O. (3) Drug 1: CCC1=CC2CC(C3=C(CN(C2)C1)C4=CC=CC=C4N3)(C5=C(C=C6C(=C5)C78CCN9C7C(C=CC9)(C(C(C8N6C)(C(=O)OC)O)OC(=O)C)CC)OC)C(=O)OC.C(C(C(=O)O)O)(C(=O)O)O. Drug 2: C1=NC2=C(N1)C(=S)N=CN2. Cell line: HCT-15. Synergy scores: CSS=16.0, Synergy_ZIP=-5.64, Synergy_Bliss=-3.71, Synergy_Loewe=-3.67, Synergy_HSA=-0.885. (4) Drug 1: C1CNP(=O)(OC1)N(CCCl)CCCl. Drug 2: CC1C(C(CC(O1)OC2CC(CC3=C2C(=C4C(=C3O)C(=O)C5=C(C4=O)C(=CC=C5)OC)O)(C(=O)CO)O)N)O.Cl. Cell line: RXF 393. Synergy scores: CSS=44.4, Synergy_ZIP=1.40, Synergy_Bliss=4.48, Synergy_Loewe=-52.2, Synergy_HSA=2.36. (5) Drug 1: COC1=NC(=NC2=C1N=CN2C3C(C(C(O3)CO)O)O)N. Drug 2: C1CN(CCN1C(=O)CCBr)C(=O)CCBr. Cell line: HCT116. Synergy scores: CSS=43.6, Synergy_ZIP=1.28, Synergy_Bliss=4.29, Synergy_Loewe=4.94, Synergy_HSA=8.06. (6) Drug 1: CCCCCOC(=O)NC1=NC(=O)N(C=C1F)C2C(C(C(O2)C)O)O. Drug 2: C(CC(=O)O)C(=O)CN.Cl. Cell line: M14. Synergy scores: CSS=4.62, Synergy_ZIP=1.44, Synergy_Bliss=3.66, Synergy_Loewe=-2.78, Synergy_HSA=-2.31. (7) Drug 1: CC12CCC(CC1=CCC3C2CCC4(C3CC=C4C5=CN=CC=C5)C)O. Drug 2: CC1OCC2C(O1)C(C(C(O2)OC3C4COC(=O)C4C(C5=CC6=C(C=C35)OCO6)C7=CC(=C(C(=C7)OC)O)OC)O)O. Cell line: COLO 205. Synergy scores: CSS=47.1, Synergy_ZIP=2.73, Synergy_Bliss=1.75, Synergy_Loewe=-21.7, Synergy_HSA=-1.06.